Dataset: NCI-60 drug combinations with 297,098 pairs across 59 cell lines. Task: Regression. Given two drug SMILES strings and cell line genomic features, predict the synergy score measuring deviation from expected non-interaction effect. Cell line: SNB-75. Drug 1: C1=NC2=C(N=C(N=C2N1C3C(C(C(O3)CO)O)F)Cl)N. Drug 2: C1CC(=O)NC(=O)C1N2C(=O)C3=CC=CC=C3C2=O. Synergy scores: CSS=1.44, Synergy_ZIP=0.189, Synergy_Bliss=1.80, Synergy_Loewe=0.484, Synergy_HSA=0.699.